Binary Classification. Given a T-cell receptor sequence (or CDR3 region) and an epitope sequence, predict whether binding occurs between them. From a dataset of TCR-epitope binding with 47,182 pairs between 192 epitopes and 23,139 TCRs. (1) The epitope is YLNTLTLAV. The TCR CDR3 sequence is CSVEGLAGNEQFF. Result: 1 (the TCR binds to the epitope). (2) The epitope is LEPLVDLPI. The TCR CDR3 sequence is CASSQEGTGIYGYTF. Result: 1 (the TCR binds to the epitope). (3) The epitope is VTEHDTLLY. The TCR CDR3 sequence is CASTPGTGASPLHF. Result: 0 (the TCR does not bind to the epitope). (4) The epitope is NQKLIANQF. The TCR CDR3 sequence is CASSLEDVLYGYTF. Result: 1 (the TCR binds to the epitope). (5) The epitope is ARMILMTHF. The TCR CDR3 sequence is CASSLIEANTGELFF. Result: 0 (the TCR does not bind to the epitope). (6) The epitope is WICLLQFAY. The TCR CDR3 sequence is CASSKLAGSTDTQYF. Result: 1 (the TCR binds to the epitope). (7) The epitope is QECVRGTTVL. The TCR CDR3 sequence is CASSESGAYNEQFF. Result: 0 (the TCR does not bind to the epitope). (8) The epitope is FQPTNGVGY. The TCR CDR3 sequence is CSVEDLSSLRVNEQFF. Result: 0 (the TCR does not bind to the epitope).